Task: Predict which catalyst facilitates the given reaction.. Dataset: Catalyst prediction with 721,799 reactions and 888 catalyst types from USPTO Reactant: C(OC(=O)[NH:7][CH2:8][C:9]([N:11]1[CH2:16][CH2:15][N:14]([C:17]2[CH:22]=[CH:21][CH:20]=[C:19]([CH2:23][S:24]([CH:27]=[C:28]3[CH2:31][N:30]([CH:32]([C:40]4[CH:45]=[CH:44][C:43]([Cl:46])=[CH:42][CH:41]=4)[C:33]4[CH:38]=[CH:37][C:36]([Cl:39])=[CH:35][CH:34]=4)[CH2:29]3)(=[O:26])=[O:25])[CH:18]=2)[CH2:13][CH2:12]1)=[O:10])(C)(C)C. Product: [NH2:7][CH2:8][C:9]([N:11]1[CH2:12][CH2:13][N:14]([C:17]2[CH:22]=[CH:21][CH:20]=[C:19]([CH2:23][S:24]([CH:27]=[C:28]3[CH2:29][N:30]([CH:32]([C:40]4[CH:41]=[CH:42][C:43]([Cl:46])=[CH:44][CH:45]=4)[C:33]4[CH:38]=[CH:37][C:36]([Cl:39])=[CH:35][CH:34]=4)[CH2:31]3)(=[O:26])=[O:25])[CH:18]=2)[CH2:15][CH2:16]1)=[O:10]. The catalyst class is: 106.